This data is from Forward reaction prediction with 1.9M reactions from USPTO patents (1976-2016). The task is: Predict the product of the given reaction. Given the reactants [C:1]([N:5]1[CH2:10][CH2:9][C:8](=[CH:11][C:12]2[CH:21]=[C:20]3[C:15]([CH2:16][N:17]([CH2:31][C:32]4[CH:37]=[CH:36][C:35]([O:38][CH3:39])=[CH:34][CH:33]=4)[C:18](=[O:30])[N:19]3[C:22]3[C:27]([Cl:28])=[CH:26][CH:25]=[CH:24][C:23]=3[Cl:29])=[C:14]([C:40]3[CH:45]=[CH:44][CH:43]=[CH:42][C:41]=3[Cl:46])[CH:13]=2)[CH2:7][CH2:6]1)([CH3:4])([CH3:3])[CH3:2].ClC1C=CC=C(Cl)C=1N1C2C(=C(C3C=CC=CC=3Cl)C=C(C3CCC4(OCCO4)CC3)C=2)CNC1=O, predict the reaction product. The product is: [C:1]([N:5]1[CH2:10][CH2:9][CH:8]([CH2:11][C:12]2[CH:21]=[C:20]3[C:15]([CH2:16][N:17]([CH2:31][C:32]4[CH:33]=[CH:34][C:35]([O:38][CH3:39])=[CH:36][CH:37]=4)[C:18](=[O:30])[N:19]3[C:22]3[C:27]([Cl:28])=[CH:26][CH:25]=[CH:24][C:23]=3[Cl:29])=[C:14]([C:40]3[CH:45]=[CH:44][CH:43]=[CH:42][C:41]=3[Cl:46])[CH:13]=2)[CH2:7][CH2:6]1)([CH3:4])([CH3:2])[CH3:3].